The task is: Regression. Given two drug SMILES strings and cell line genomic features, predict the synergy score measuring deviation from expected non-interaction effect.. This data is from NCI-60 drug combinations with 297,098 pairs across 59 cell lines. (1) Drug 1: C1=NC2=C(N1)C(=S)N=C(N2)N. Drug 2: C(=O)(N)NO. Cell line: MDA-MB-435. Synergy scores: CSS=6.39, Synergy_ZIP=-5.17, Synergy_Bliss=-1.41, Synergy_Loewe=-30.0, Synergy_HSA=-6.38. (2) Drug 1: CC1=C(C=C(C=C1)NC2=NC=CC(=N2)N(C)C3=CC4=NN(C(=C4C=C3)C)C)S(=O)(=O)N.Cl. Drug 2: CC1=C2C(C(=O)C3(C(CC4C(C3C(C(C2(C)C)(CC1OC(=O)C(C(C5=CC=CC=C5)NC(=O)OC(C)(C)C)O)O)OC(=O)C6=CC=CC=C6)(CO4)OC(=O)C)OC)C)OC. Cell line: SNB-75. Synergy scores: CSS=36.2, Synergy_ZIP=4.15, Synergy_Bliss=4.91, Synergy_Loewe=-10.5, Synergy_HSA=5.56. (3) Drug 1: CC=C1C(=O)NC(C(=O)OC2CC(=O)NC(C(=O)NC(CSSCCC=C2)C(=O)N1)C(C)C)C(C)C. Drug 2: C1=CN(C=N1)CC(O)(P(=O)(O)O)P(=O)(O)O. Cell line: SK-MEL-2. Synergy scores: CSS=34.0, Synergy_ZIP=0.664, Synergy_Bliss=-6.85, Synergy_Loewe=-58.2, Synergy_HSA=-9.51. (4) Drug 1: C1=CC(=CC=C1C#N)C(C2=CC=C(C=C2)C#N)N3C=NC=N3. Drug 2: CC1CCCC2(C(O2)CC(NC(=O)CC(C(C(=O)C(C1O)C)(C)C)O)C(=CC3=CSC(=N3)C)C)C. Cell line: IGROV1. Synergy scores: CSS=26.2, Synergy_ZIP=0.736, Synergy_Bliss=0.140, Synergy_Loewe=-15.0, Synergy_HSA=-0.0799. (5) Drug 1: CC(CN1CC(=O)NC(=O)C1)N2CC(=O)NC(=O)C2. Drug 2: CCCCCOC(=O)NC1=NC(=O)N(C=C1F)C2C(C(C(O2)C)O)O. Cell line: RPMI-8226. Synergy scores: CSS=34.3, Synergy_ZIP=4.40, Synergy_Bliss=6.00, Synergy_Loewe=-12.1, Synergy_HSA=5.13. (6) Drug 1: CN(C)N=NC1=C(NC=N1)C(=O)N. Drug 2: CCC1=C2CN3C(=CC4=C(C3=O)COC(=O)C4(CC)O)C2=NC5=C1C=C(C=C5)O. Cell line: NCI/ADR-RES. Synergy scores: CSS=0.955, Synergy_ZIP=-5.85, Synergy_Bliss=-5.30, Synergy_Loewe=-16.6, Synergy_HSA=-5.86. (7) Drug 1: CCC1=CC2CC(C3=C(CN(C2)C1)C4=CC=CC=C4N3)(C5=C(C=C6C(=C5)C78CCN9C7C(C=CC9)(C(C(C8N6C)(C(=O)OC)O)OC(=O)C)CC)OC)C(=O)OC.C(C(C(=O)O)O)(C(=O)O)O. Drug 2: C1CC(=O)NC(=O)C1N2C(=O)C3=CC=CC=C3C2=O. Cell line: SK-OV-3. Synergy scores: CSS=47.1, Synergy_ZIP=0.302, Synergy_Bliss=3.77, Synergy_Loewe=-40.5, Synergy_HSA=4.55. (8) Drug 1: CC1=C2C(C(=O)C3(C(CC4C(C3C(C(C2(C)C)(CC1OC(=O)C(C(C5=CC=CC=C5)NC(=O)OC(C)(C)C)O)O)OC(=O)C6=CC=CC=C6)(CO4)OC(=O)C)OC)C)OC. Drug 2: CC(C)NC(=O)C1=CC=C(C=C1)CNNC.Cl. Cell line: SF-539. Synergy scores: CSS=55.2, Synergy_ZIP=8.84, Synergy_Bliss=8.46, Synergy_Loewe=-37.6, Synergy_HSA=8.50. (9) Drug 1: C1=NC2=C(N1)C(=S)N=C(N2)N. Drug 2: CC1C(C(CC(O1)OC2CC(CC3=C2C(=C4C(=C3O)C(=O)C5=C(C4=O)C(=CC=C5)OC)O)(C(=O)CO)O)N)O.Cl. Cell line: K-562. Synergy scores: CSS=55.6, Synergy_ZIP=-4.89, Synergy_Bliss=-11.0, Synergy_Loewe=-10.4, Synergy_HSA=-7.77.